From a dataset of Peptide-MHC class I binding affinity with 185,985 pairs from IEDB/IMGT. Regression. Given a peptide amino acid sequence and an MHC pseudo amino acid sequence, predict their binding affinity value. This is MHC class I binding data. (1) The peptide sequence is NVKNLYEKVK. The MHC is HLA-A33:01 with pseudo-sequence HLA-A33:01. The binding affinity (normalized) is 0. (2) The peptide sequence is MSPCRMFSF. The MHC is Mamu-A01 with pseudo-sequence Mamu-A01. The binding affinity (normalized) is 0.534. (3) The peptide sequence is LMRTNFLIK. The MHC is HLA-A68:02 with pseudo-sequence HLA-A68:02. The binding affinity (normalized) is 0.0847. (4) The peptide sequence is RQFPTAFSF. The MHC is Mamu-B52 with pseudo-sequence Mamu-B52. The binding affinity (normalized) is 0.606.